From a dataset of Peptide-MHC class I binding affinity with 185,985 pairs from IEDB/IMGT. Regression. Given a peptide amino acid sequence and an MHC pseudo amino acid sequence, predict their binding affinity value. This is MHC class I binding data. (1) The peptide sequence is YLLADTFTI. The MHC is HLA-A02:01 with pseudo-sequence HLA-A02:01. The binding affinity (normalized) is 0.0847. (2) The peptide sequence is RTFETHPL. The MHC is H-2-Kb with pseudo-sequence H-2-Kb. The binding affinity (normalized) is 0.727. (3) The peptide sequence is RYMNSQGLL. The MHC is HLA-A01:01 with pseudo-sequence HLA-A01:01. The binding affinity (normalized) is 0. (4) The peptide sequence is LLAISAVYFK. The MHC is HLA-A11:01 with pseudo-sequence HLA-A11:01. The binding affinity (normalized) is 0.771. (5) The peptide sequence is TWEAWWTEYW. The MHC is HLA-A11:01 with pseudo-sequence HLA-A11:01. The binding affinity (normalized) is 0.223.